This data is from Forward reaction prediction with 1.9M reactions from USPTO patents (1976-2016). The task is: Predict the product of the given reaction. (1) Given the reactants [OH:1][C:2]1[CH:9]=[CH:8][C:5]([C:6]#[N:7])=[CH:4][C:3]=1[C:10]#[C:11][CH3:12].CCCC[N+](CCCC)(CCCC)CCCC.[F-], predict the reaction product. The product is: [CH3:12][C:11]1[O:1][C:2]2[CH:9]=[CH:8][C:5]([C:6]#[N:7])=[CH:4][C:3]=2[CH:10]=1. (2) Given the reactants Cl[C:2]1[NH:7][C:6]([N:12]2[CH2:17][CH2:16][CH:15]([NH:18][C:19]([C:21]3[NH:22][C:23]([CH3:28])=[C:24]([Cl:27])[C:25]=3[Cl:26])=[O:20])[CH2:14][CH2:13]2)(C(OC)=O)[CH:5]=[CH:4][N:3]=1.[SH:29][CH2:30][CH2:31][OH:32].[C:33](=O)([O-:35])[O-:34].[K+].[K+], predict the reaction product. The product is: [Cl:26][C:25]1[C:24]([Cl:27])=[C:23]([CH3:28])[NH:22][C:21]=1[C:19]([NH:18][CH:15]1[CH2:14][CH2:13][N:12]([C:6]2[N:7]=[C:2]([S:29][CH2:30][CH2:31][OH:32])[N:3]=[C:4]([C:33]([OH:35])=[O:34])[CH:5]=2)[CH2:17][CH2:16]1)=[O:20]. (3) The product is: [Cl:14][C:15]1[C:16]([C:22]2[C:23](=[O:25])[O:24][C:2]([OH:38])([CH3:13])[C:3]=2[C:5]2[CH:10]=[CH:9][C:8]([S:11][CH3:12])=[CH:7][N:6]=2)=[N:17][CH:18]=[C:19]([Cl:21])[CH:20]=1. Given the reactants Br[CH:2]([CH3:13])[C:3]([C:5]1[CH:10]=[CH:9][C:8]([S:11][CH3:12])=[CH:7][N:6]=1)=O.[Cl:14][C:15]1[C:16]([CH2:22][C:23]([OH:25])=[O:24])=[N:17][CH:18]=[C:19]([Cl:21])[CH:20]=1.N12CCCN=C1CCCCC2.Cl.[OH2:38], predict the reaction product. (4) Given the reactants [N+:1]([C:4]1[CH:9]=[CH:8][C:7]([CH2:10][CH2:11][NH2:12])=[CH:6][CH:5]=1)([O-])=O.[CH3:13][S:14](Cl)(=[O:16])=[O:15].C(N(CC)CC)C, predict the reaction product. The product is: [NH2:1][C:4]1[CH:9]=[CH:8][C:7]([CH2:10][CH2:11][NH:12][S:14]([CH3:13])(=[O:16])=[O:15])=[CH:6][CH:5]=1.